From a dataset of Reaction yield outcomes from USPTO patents with 853,638 reactions. Predict the reaction yield, written as a fraction of the theoretical maximum amount of product (1.0 means a 100% yield; for example, 0.34 means a 34% yield). (1) The reactants are C[C:2](C)([O-:4])C.[K+].[C:7](=[C:10]1[CH2:15][CH2:14][C:13](=O)[CH2:12][CH2:11]1)([CH3:9])[CH3:8].[I-].C[S+](C)(C)=O. The product is [C:7](=[C:10]1[CH2:15][CH2:14][CH2:13][CH2:12][C:11]21[O:4][CH2:2]2)([CH3:9])[CH3:8]. The catalyst is CS(C)=O. The yield is 0.770. (2) The reactants are [NH2:1][C:2]1[CH:6]=[C:5]([C:7]2[CH:12]=[CH:11][N:10]=[CH:9][CH:8]=2)[S:4][C:3]=1[C:13]([NH2:15])=[O:14].[C:16]1(=O)[CH2:22][CH2:21][CH2:20][CH2:19][CH2:18][CH2:17]1.O.C1(C)C=CC(S(O)(=O)=O)=CC=1.C(=O)([O-])O.[Na+]. The catalyst is C(O)(=O)C. The product is [N:10]1[CH:9]=[CH:8][C:7]([C:5]2[S:4][C:3]3[C:13](=[O:14])[NH:15][C:16]4([CH2:22][CH2:21][CH2:20][CH2:19][CH2:18][CH2:17]4)[NH:1][C:2]=3[CH:6]=2)=[CH:12][CH:11]=1. The yield is 0.140. (3) The reactants are [NH2:1][C:2]1[C:3]([C:7](Cl)=[N:8][OH:9])=[N:4][O:5][N:6]=1.Cl.Cl.[NH2:13][CH2:14][CH2:15][NH:16][S:17]([CH3:20])(=[O:19])=[O:18].C(N(CC)CC)C. The catalyst is C(O)C. The product is [NH2:1][C:2]1[C:3]([C:7](=[N:8][OH:9])[NH:13][CH2:14][CH2:15][NH:16][S:17]([CH3:20])(=[O:19])=[O:18])=[N:4][O:5][N:6]=1. The yield is 1.00. (4) The reactants are [F:1][C:2]1[CH:10]=[CH:9][C:5]([C:6](O)=[O:7])=[C:4]([CH3:11])[CH:3]=1.S(Cl)([Cl:14])=O. No catalyst specified. The product is [F:1][C:2]1[CH:10]=[CH:9][C:5]([C:6]([Cl:14])=[O:7])=[C:4]([CH3:11])[CH:3]=1. The yield is 0.860. (5) The reactants are [N:1]([C:4]1[CH:12]=[C:11]2[N:7]([C:8]([CH3:14])([CH3:13])[CH2:9][CH2:10]2)[C:6](=[O:15])[CH:5]=1)=[N+]=[N-]. The catalyst is CCO.[Pd]. The product is [NH2:1][CH:4]1[CH2:12][CH:11]2[N:7]([C:8]([CH3:13])([CH3:14])[CH2:9][CH2:10]2)[C:6](=[O:15])[CH2:5]1. The yield is 0.890. (6) The reactants are [F:1][C:2]1[C:3]([C:25]2[N:29]([CH:30]3[CH2:35][CH2:34][O:33][CH2:32][CH2:31]3)[C:28]([CH:36]=O)=[N:27][CH:26]=2)=[N:4][C:5]([NH:8][C:9]2[CH:14]=[CH:13][C:12]([S:15]([N:18]3[CH2:23][CH2:22][N:21]([CH3:24])[CH2:20][CH2:19]3)(=[O:17])=[O:16])=[CH:11][CH:10]=2)=[N:6][CH:7]=1.[NH2:38]O.Cl. The catalyst is C(O)=O. The product is [F:1][C:2]1[C:3]([CH:25]2[N:29]([CH:30]3[CH2:31][CH2:32][O:33][CH2:34][CH2:35]3)[C:28]([C:36]#[N:38])=[N:27][CH2:26]2)=[N:4][C:5]([NH:8][C:9]2[CH:14]=[CH:13][C:12]([S:15]([N:18]3[CH2:23][CH2:22][N:21]([CH3:24])[CH2:20][CH2:19]3)(=[O:17])=[O:16])=[CH:11][CH:10]=2)=[N:6][CH:7]=1. The yield is 0.640.